Dataset: Catalyst prediction with 721,799 reactions and 888 catalyst types from USPTO. Task: Predict which catalyst facilitates the given reaction. (1) The catalyst class is: 2. Reactant: N1C=CN=C1.[C:6]([Si:10](Cl)([CH3:12])[CH3:11])([CH3:9])([CH3:8])[CH3:7].[CH:14]#[C:15][C@@H:16]([OH:22])[CH2:17][CH2:18][CH2:19][CH2:20][CH3:21].Cl. Product: [C:6]([Si:10]([CH3:12])([CH3:11])[O:22][C@@H:16]([CH2:17][CH2:18][CH2:19][CH2:20][CH3:21])[C:15]#[CH:14])([CH3:9])([CH3:8])[CH3:7]. (2) Reactant: [Br:1][C:2]1[CH:3]=[C:4]2[C:8](=[CH:9][CH:10]=1)[C:7](=[O:11])[CH2:6][CH2:5]2.C[Si]([N:16]=[N+]=[N-])(C)C. Product: [Br:1][C:2]1[CH:3]=[C:4]2[C:8](=[CH:9][CH:10]=1)[C:7](=[O:11])[NH:16][CH2:6][CH2:5]2. The catalyst class is: 67. (3) Reactant: C([O:3][C:4](=[O:17])[C:5]([CH3:16])([S:7]([C:10]1[CH:11]=[N:12][CH:13]=[CH:14][CH:15]=1)(=[O:9])=[O:8])[CH3:6])C.O.[OH-].[Li+]. Product: [CH3:16][C:5]([S:7]([C:10]1[CH:11]=[N:12][CH:13]=[CH:14][CH:15]=1)(=[O:9])=[O:8])([CH3:6])[C:4]([OH:17])=[O:3]. The catalyst class is: 731. (4) Reactant: [Cl:1][C:2]1[CH:11]=[C:10]([CH:12]([CH:14]2[CH2:17][N:16](C(OC(C)(C)C)=O)[CH2:15]2)[CH3:13])[C:9]([Cl:25])=[C:8]2[C:3]=1[CH2:4][CH2:5][N:6]([CH2:27][C:28]1[C:29](=[O:37])[NH:30][C:31]([CH3:36])=[CH:32][C:33]=1[O:34][CH3:35])[C:7]2=[O:26].Cl. Product: [NH:16]1[CH2:17][CH:14]([CH:12]([C:10]2[C:9]([Cl:25])=[C:8]3[C:3]([CH2:4][CH2:5][N:6]([CH2:27][C:28]4[C:29](=[O:37])[NH:30][C:31]([CH3:36])=[CH:32][C:33]=4[O:34][CH3:35])[C:7]3=[O:26])=[C:2]([Cl:1])[CH:11]=2)[CH3:13])[CH2:15]1. The catalyst class is: 4.